Dataset: Full USPTO retrosynthesis dataset with 1.9M reactions from patents (1976-2016). Task: Predict the reactants needed to synthesize the given product. (1) Given the product [CH2:25]([O:27][C:28]([C:30]1[C:39](=[O:40])[C:38]2[C:33](=[C:34]([C:15]#[C:14][CH2:13][CH:9]3[CH2:10][CH2:11][CH2:12][N:8]3[C:6]([O:5][C:1]([CH3:4])([CH3:3])[CH3:2])=[O:7])[C:35]([F:42])=[C:36]([F:41])[CH:37]=2)[N:32]([CH:51]2[CH2:52][CH2:53]2)[CH:31]=1)=[O:29])[CH3:26], predict the reactants needed to synthesize it. The reactants are: [C:1]([O:5][C:6]([N:8]1[CH2:12][CH2:11][CH2:10][CH:9]1[CH2:13][C:14]#[CH:15])=[O:7])([CH3:4])([CH3:3])[CH3:2].C(N(CC)C(C)C)(C)C.[CH2:25]([O:27][C:28]([C:30]1[C:39](=[O:40])[C:38]2[C:33](=[C:34](OS(C(F)(F)F)(=O)=O)[C:35]([F:42])=[C:36]([F:41])[CH:37]=2)[N:32]([CH:51]2[CH2:53][CH2:52]2)[CH:31]=1)=[O:29])[CH3:26]. (2) The reactants are: [CH:1]1([CH:7]([N:11]2[C:15]3[CH:16]=[C:17]([F:21])[C:18]([F:20])=[CH:19][C:14]=3[N:13]=[C:12]2[C:22]2[C:23]([O:30][CH3:31])=[N:24][C:25]([O:28][CH3:29])=[CH:26][CH:27]=2)[C:8]([OH:10])=[O:9])[CH2:6][CH2:5][CH2:4][CH2:3][CH2:2]1.[H-].[Na+].[CH3:34]I.O. Given the product [CH3:34][O:9][C:8](=[O:10])[CH:7]([CH:1]1[CH2:6][CH2:5][CH2:4][CH2:3][CH2:2]1)[N:11]1[C:15]2[CH:16]=[C:17]([F:21])[C:18]([F:20])=[CH:19][C:14]=2[N:13]=[C:12]1[C:22]1[C:23]([O:30][CH3:31])=[N:24][C:25]([O:28][CH3:29])=[CH:26][CH:27]=1, predict the reactants needed to synthesize it. (3) Given the product [OH:12][C:11]1[C:3]([NH:2][C:24](=[O:25])[CH2:23][CH2:22][CH2:21][CH2:20][C:14]2[CH:19]=[CH:18][CH:17]=[CH:16][CH:15]=2)=[CH:4][CH:5]=[C:6]2[C:10]=1[C:9](=[O:13])[CH2:8][CH2:7]2, predict the reactants needed to synthesize it. The reactants are: Br.[NH2:2][C:3]1[C:11]([OH:12])=[C:10]2[C:6]([CH2:7][CH2:8][C:9]2=[O:13])=[CH:5][CH:4]=1.[C:14]1([CH2:20][CH2:21][CH2:22][CH2:23][C:24](O)=[O:25])[CH:19]=[CH:18][CH:17]=[CH:16][CH:15]=1.P(C#N)(OCC)(OCC)=O.C(N(CC)CC)C. (4) Given the product [Cl:20][C:12]1[CH2:13][CH2:14][N:10]([C:7]2[CH:8]=[CH:9][C:4]([O:3][C:2]([F:17])([F:16])[F:1])=[CH:5][CH:6]=2)[N:11]=1, predict the reactants needed to synthesize it. The reactants are: [F:1][C:2]([F:17])([F:16])[O:3][C:4]1[CH:9]=[CH:8][C:7]([N:10]2[CH2:14][CH2:13][C:12](=O)[NH:11]2)=[CH:6][CH:5]=1.P(Cl)(Cl)([Cl:20])=O.